From a dataset of Full USPTO retrosynthesis dataset with 1.9M reactions from patents (1976-2016). Predict the reactants needed to synthesize the given product. Given the product [N:3]1([CH2:13][CH2:14][C:15]([O:17][CH2:18][CH3:19])=[O:16])[C:11]2[C:6](=[CH:7][CH:8]=[CH:9][CH:10]=2)[CH:5]=[CH:4]1, predict the reactants needed to synthesize it. The reactants are: [H-].[Na+].[NH:3]1[C:11]2[C:6](=[CH:7][CH:8]=[CH:9][CH:10]=2)[CH:5]=[CH:4]1.Br[CH2:13][CH2:14][C:15]([O:17][CH2:18][CH3:19])=[O:16].